This data is from Forward reaction prediction with 1.9M reactions from USPTO patents (1976-2016). The task is: Predict the product of the given reaction. (1) Given the reactants [Cl:1][C:2]1[C:3]([F:11])=[N:4][C:5]([F:10])=[C:6]([Cl:9])[C:7]=1F.[NH2:12]C1C(F)=C(F)N=C(F)C=1Cl, predict the reaction product. The product is: [NH2:12][C:7]1[C:2]([Cl:1])=[C:3]([F:11])[N:4]=[C:5]([F:10])[C:6]=1[Cl:9]. (2) Given the reactants [N:1]1[N:2]=[C:3]([C:6]([OH:8])=O)[NH:4][CH:5]=1.[F:9][C:10]1([F:48])[C@@H:15]([O:16][C:17]2[CH:24]=[CH:23][C:22]([C:25]3[N:30]=[C:29]([NH:31][C:32]4[CH:37]=[CH:36][C:35]([N:38]5[CH2:43][CH2:42][N:41]([CH:44]6[CH2:47][O:46][CH2:45]6)[CH2:40][CH2:39]5)=[CH:34][CH:33]=4)[N:28]=[CH:27][N:26]=3)=[CH:21][C:18]=2[C:19]#[N:20])[CH2:14][CH2:13][NH:12][CH2:11]1, predict the reaction product. The product is: [F:48][C:10]1([F:9])[C@@H:15]([O:16][C:17]2[CH:24]=[CH:23][C:22]([C:25]3[N:30]=[C:29]([NH:31][C:32]4[CH:37]=[CH:36][C:35]([N:38]5[CH2:43][CH2:42][N:41]([CH:44]6[CH2:45][O:46][CH2:47]6)[CH2:40][CH2:39]5)=[CH:34][CH:33]=4)[N:28]=[CH:27][N:26]=3)=[CH:21][C:18]=2[C:19]#[N:20])[CH2:14][CH2:13][N:12]([C:6]([C:3]2[NH:4][CH:5]=[N:1][N:2]=2)=[O:8])[CH2:11]1. (3) Given the reactants [N:1]1[CH:6]=[CH:5][CH:4]=[CH:3][C:2]=1[C:7]1[N:12]=[C:11]([CH3:13])[C:10]([C:14]([OH:16])=O)=[CH:9][N:8]=1.[F:17][C:18]([F:30])([F:29])[C:19]1[CH:27]=[C:26]2[C:22]([CH:23]=[CH:24][N:25]2[NH2:28])=[CH:21][CH:20]=1.C[N+]1(C2N=C(OC)N=C(OC)N=2)CCOCC1.[Cl-], predict the reaction product. The product is: [F:30][C:18]([F:17])([F:29])[C:19]1[CH:27]=[C:26]2[C:22]([CH:23]=[CH:24][N:25]2[NH:28][C:14]([C:10]2[C:11]([CH3:13])=[N:12][C:7]([C:2]3[CH:3]=[CH:4][CH:5]=[CH:6][N:1]=3)=[N:8][CH:9]=2)=[O:16])=[CH:21][CH:20]=1.